Task: Predict which catalyst facilitates the given reaction.. Dataset: Catalyst prediction with 721,799 reactions and 888 catalyst types from USPTO (1) Reactant: [O:1]=[S:2]1(=[O:50])[CH2:7][CH2:6][N:5]([CH2:8][CH2:9][NH:10][C@:11]23[CH2:46][CH2:45][C@@H:44]([C:47]([CH3:49])=[CH2:48])[C@@H:12]2[C@@H:13]2[C@@:26]([CH3:29])([CH2:27][CH2:28]3)[C@@:25]3([CH3:30])[C@@H:16]([C@:17]4([CH3:43])[C@@H:22]([CH2:23][CH2:24]3)[C:21]([CH3:32])([CH3:31])[C:20]([C:33]3[CH:42]=[CH:41][C:36]([C:37]([O:39][CH3:40])=[O:38])=[CH:35][CH:34]=3)=[CH:19][CH2:18]4)[CH2:15][CH2:14]2)[CH2:4][CH2:3]1.[Se](=O)=[O:52]. Product: [O:50]=[S:2]1(=[O:1])[CH2:7][CH2:6][N:5]([CH2:8][CH2:9][NH:10][C@:11]23[CH2:46][CH2:45][C@@H:44]([C:47]([CH:49]=[O:52])=[CH2:48])[C@@H:12]2[C@@H:13]2[C@@:26]([CH3:29])([CH2:27][CH2:28]3)[C@@:25]3([CH3:30])[C@@H:16]([C@:17]4([CH3:43])[C@@H:22]([CH2:23][CH2:24]3)[C:21]([CH3:32])([CH3:31])[C:20]([C:33]3[CH:42]=[CH:41][C:36]([C:37]([O:39][CH3:40])=[O:38])=[CH:35][CH:34]=3)=[CH:19][CH2:18]4)[CH2:15][CH2:14]2)[CH2:4][CH2:3]1. The catalyst class is: 15. (2) Reactant: [CH:1]1([C:4]2[N:5]=[N:6][S:7][C:8]=2[C:9]([O:11]C)=O)[CH2:3][CH2:2]1.[NH3:13]. Product: [CH:1]1([C:4]2[N:5]=[N:6][S:7][C:8]=2[C:9]([NH2:13])=[O:11])[CH2:3][CH2:2]1. The catalyst class is: 5. (3) The catalyst class is: 78. Product: [O:16]=[C:14]1[CH2:15][CH:12]([CH2:11][CH2:10][C:9]([OH:17])=[O:8])[CH2:13]1. Reactant: C([O:8][C:9](=[O:17])[CH2:10][CH2:11][CH:12]1[CH2:15][C:14](=[O:16])[CH2:13]1)C1C=CC=CC=1.N#N. (4) Reactant: [H-].[Al+3].[Li+].[H-].[H-].[H-].[CH3:7][C:8]([C:12]1[CH:17]=[CH:16][CH:15]=[CH:14][CH:13]=1)([CH3:11])[C:9]#[N:10].O.[OH-].[Na+]. Product: [CH3:11][C:8]([C:12]1[CH:17]=[CH:16][CH:15]=[CH:14][CH:13]=1)([CH3:7])[CH2:9][NH2:10]. The catalyst class is: 7. (5) Reactant: F[C:2]1[CH:7]=[CH:6]C=[CH:4][C:3]=1[N:8]1[C:13]2[CH:14]=[CH:15][CH:16]=[CH:17][C:12]=2[CH2:11][CH:10]([CH2:18][CH2:19][CH2:20][NH:21][CH3:22])[S:9]1(=[O:24])=[O:23].BrC1C=CC=CC=1CCS(Cl)(=O)=O.[NH2:38]C1C=NC=CC=1.CN(C)CC. Product: [O:24]=[S:9]1(=[O:23])[CH:10]([CH2:18][CH2:19][CH2:20][NH:21][CH3:22])[CH2:11][C:12]2[CH:17]=[CH:16][CH:15]=[CH:14][C:13]=2[N:8]1[C:3]1[CH:4]=[N:38][CH:6]=[CH:7][CH:2]=1. The catalyst class is: 5. (6) Reactant: [CH2:1]([N:3]([CH2:21][CH3:22])[CH2:4][CH2:5][N:6]1[CH2:13][CH2:12][CH2:11][CH2:10][C:9]2[NH:14][C:15]([CH:18]=O)=[C:16]([CH3:17])[C:8]=2[C:7]1=[O:20])[CH3:2].[F:23][C:24]1[CH:25]=[C:26]2[C:30](=[CH:31][CH:32]=1)[NH:29][C:28](=[O:33])[CH2:27]2.N1CCCCC1. Product: [CH2:1]([N:3]([CH2:21][CH3:22])[CH2:4][CH2:5][N:6]1[CH2:13][CH2:12][CH2:11][CH2:10][C:9]2[NH:14][C:15](/[CH:18]=[C:27]3\[C:28](=[O:33])[NH:29][C:30]4[C:26]\3=[CH:25][C:24]([F:23])=[CH:32][CH:31]=4)=[C:16]([CH3:17])[C:8]=2[C:7]1=[O:20])[CH3:2]. The catalyst class is: 8. (7) Reactant: Cl[C:2]1[CH:7]=[CH:6][C:5]([C:8]#[C:9][C:10]2[N:11]=[C:12]([CH3:15])[S:13][CH:14]=2)=[CH:4][N:3]=1.[CH3:16][O:17][C:18]1[CH:23]=[CH:22][C:21]([F:24])=[CH:20][C:19]=1B(O)O.C(=O)([O-])[O-].[K+].[K+]. Product: [F:24][C:21]1[CH:20]=[CH:19][C:18]([O:17][CH3:16])=[C:23]([C:2]2[CH:7]=[CH:6][C:5]([C:8]#[C:9][C:10]3[N:11]=[C:12]([CH3:15])[S:13][CH:14]=3)=[CH:4][N:3]=2)[CH:22]=1. The catalyst class is: 235.